From a dataset of Reaction yield outcomes from USPTO patents with 853,638 reactions. Predict the reaction yield, written as a fraction of the theoretical maximum amount of product (1.0 means a 100% yield; for example, 0.34 means a 34% yield). The reactants are P(Br)(Br)[Br:2].[CH2:5]([O:7][C:8]1[C:9]([F:21])=[C:10]([C:13]([CH2:19]O)=[CH:14][C:15]=1[O:16][CH2:17][CH3:18])[C:11]#[N:12])[CH3:6].C(OCC)(=O)C.O. The catalyst is COCCOC. The product is [Br:2][CH2:19][C:13]1[C:10]([C:11]#[N:12])=[C:9]([F:21])[C:8]([O:7][CH2:5][CH3:6])=[C:15]([O:16][CH2:17][CH3:18])[CH:14]=1. The yield is 0.901.